This data is from NCI-60 drug combinations with 297,098 pairs across 59 cell lines. The task is: Regression. Given two drug SMILES strings and cell line genomic features, predict the synergy score measuring deviation from expected non-interaction effect. (1) Drug 1: C1CCC(C1)C(CC#N)N2C=C(C=N2)C3=C4C=CNC4=NC=N3. Drug 2: CCC1(CC2CC(C3=C(CCN(C2)C1)C4=CC=CC=C4N3)(C5=C(C=C6C(=C5)C78CCN9C7C(C=CC9)(C(C(C8N6C=O)(C(=O)OC)O)OC(=O)C)CC)OC)C(=O)OC)O.OS(=O)(=O)O. Cell line: PC-3. Synergy scores: CSS=12.9, Synergy_ZIP=-5.18, Synergy_Bliss=5.21, Synergy_Loewe=-6.21, Synergy_HSA=2.87. (2) Drug 1: CC1=C2C(C(=O)C3(C(CC4C(C3C(C(C2(C)C)(CC1OC(=O)C(C(C5=CC=CC=C5)NC(=O)OC(C)(C)C)O)O)OC(=O)C6=CC=CC=C6)(CO4)OC(=O)C)OC)C)OC. Drug 2: C1C(C(OC1N2C=NC3=C2NC=NCC3O)CO)O. Cell line: SNB-19. Synergy scores: CSS=38.4, Synergy_ZIP=-0.434, Synergy_Bliss=-2.40, Synergy_Loewe=-32.0, Synergy_HSA=-1.73. (3) Drug 1: CC1=C2C(C(=O)C3(C(CC4C(C3C(C(C2(C)C)(CC1OC(=O)C(C(C5=CC=CC=C5)NC(=O)C6=CC=CC=C6)O)O)OC(=O)C7=CC=CC=C7)(CO4)OC(=O)C)O)C)OC(=O)C. Drug 2: CN(CC1=CN=C2C(=N1)C(=NC(=N2)N)N)C3=CC=C(C=C3)C(=O)NC(CCC(=O)O)C(=O)O. Cell line: NCI/ADR-RES. Synergy scores: CSS=7.09, Synergy_ZIP=-2.76, Synergy_Bliss=5.42, Synergy_Loewe=-7.68, Synergy_HSA=-0.658. (4) Drug 1: CC1=CC2C(CCC3(C2CCC3(C(=O)C)OC(=O)C)C)C4(C1=CC(=O)CC4)C. Drug 2: CC1=C2C(C(=O)C3(C(CC4C(C3C(C(C2(C)C)(CC1OC(=O)C(C(C5=CC=CC=C5)NC(=O)C6=CC=CC=C6)O)O)OC(=O)C7=CC=CC=C7)(CO4)OC(=O)C)O)C)OC(=O)C. Cell line: UACC-257. Synergy scores: CSS=20.7, Synergy_ZIP=0.301, Synergy_Bliss=1.95, Synergy_Loewe=-30.1, Synergy_HSA=-0.463. (5) Drug 1: CNC(=O)C1=NC=CC(=C1)OC2=CC=C(C=C2)NC(=O)NC3=CC(=C(C=C3)Cl)C(F)(F)F. Drug 2: C1=CC=C(C(=C1)C(C2=CC=C(C=C2)Cl)C(Cl)Cl)Cl. Cell line: OVCAR-5. Synergy scores: CSS=15.4, Synergy_ZIP=6.33, Synergy_Bliss=4.38, Synergy_Loewe=1.64, Synergy_HSA=2.18. (6) Drug 1: CC(C)NC(=O)C1=CC=C(C=C1)CNNC.Cl. Drug 2: CC(C)CN1C=NC2=C1C3=CC=CC=C3N=C2N. Cell line: SK-MEL-28. Synergy scores: CSS=1.17, Synergy_ZIP=2.48, Synergy_Bliss=6.39, Synergy_Loewe=0.647, Synergy_HSA=1.65. (7) Drug 1: CCCCC(=O)OCC(=O)C1(CC(C2=C(C1)C(=C3C(=C2O)C(=O)C4=C(C3=O)C=CC=C4OC)O)OC5CC(C(C(O5)C)O)NC(=O)C(F)(F)F)O. Drug 2: CCN(CC)CCCC(C)NC1=C2C=C(C=CC2=NC3=C1C=CC(=C3)Cl)OC. Cell line: CCRF-CEM. Synergy scores: CSS=58.6, Synergy_ZIP=-3.48, Synergy_Bliss=-2.09, Synergy_Loewe=-8.97, Synergy_HSA=-1.40.